This data is from Forward reaction prediction with 1.9M reactions from USPTO patents (1976-2016). The task is: Predict the product of the given reaction. (1) Given the reactants [S:1]1[CH:5]=[C:4]([C:6]([O-:8])=O)[N:3]=[C:2]1[C:9]([O:11][CH2:12][CH3:13])=[O:10].[NH2:14][C@@H:15]([CH3:31])[CH2:16][N:17]1[CH:21]=[CH:20][C:19]([C:22]2[CH:29]=[CH:28][C:25]([C:26]#[N:27])=[C:24]([Cl:30])[CH:23]=2)=[N:18]1, predict the reaction product. The product is: [Cl:30][C:24]1[CH:23]=[C:22]([C:19]2[CH:20]=[CH:21][N:17]([CH2:16][C@@H:15]([NH:14][C:6]([C:4]3[N:3]=[C:2]([C:9]([O:11][CH2:12][CH3:13])=[O:10])[S:1][CH:5]=3)=[O:8])[CH3:31])[N:18]=2)[CH:29]=[CH:28][C:25]=1[C:26]#[N:27]. (2) Given the reactants [CH3:1][N:2]1[C:6]2[CH:7]=[CH:8][CH:9]=[CH:10][C:5]=2[N:4]=[C:3]1[CH:11]=O.C([O-])(=O)C.[Na+].Cl.[NH2:19][OH:20], predict the reaction product. The product is: [CH3:1][N:2]1[C:6]2[CH:7]=[CH:8][CH:9]=[CH:10][C:5]=2[N:4]=[C:3]1[CH:11]=[N:19][OH:20]. (3) Given the reactants CC(OC(/N=N/C(OC(C)C)=O)=O)C.[Cl:15][C:16]1[CH:17]=[N:18][C:19]([N:22]2[CH2:27][CH2:26][CH:25]([CH2:28][CH2:29][CH2:30][OH:31])[CH2:24][CH2:23]2)=[N:20][CH:21]=1.[CH2:32]([O:34][C:35](=[O:44])[C:36]1[CH:41]=[CH:40][C:39](O)=[N:38][C:37]=1[CH3:43])[CH3:33].C1C=CC(P(C2C=CC=CC=2)C2C=CC=CC=2)=CC=1, predict the reaction product. The product is: [CH2:32]([O:34][C:35](=[O:44])[C:36]1[CH:41]=[CH:40][C:39]([O:31][CH2:30][CH2:29][CH2:28][CH:25]2[CH2:26][CH2:27][N:22]([C:19]3[N:20]=[CH:21][C:16]([Cl:15])=[CH:17][N:18]=3)[CH2:23][CH2:24]2)=[N:38][C:37]=1[CH3:43])[CH3:33]. (4) Given the reactants [Cl:1][C:2]1[CH:7]=[CH:6][C:5]([C:8]2[CH:9]=[N:10][CH:11]=[C:12]3[C:17]=2[N:16]=[C:15]([C:18]([OH:20])=O)[CH:14]=[CH:13]3)=[CH:4][CH:3]=1.C(N(CC)C(C)C)(C)C.F[P-](F)(F)(F)(F)F.N1(OC(N(C)C)=[N+](C)C)[C:41]2[N:42]=[CH:43][CH:44]=[CH:45][C:40]=2[N:39]=N1.N1C=CC=C(N)C=1, predict the reaction product. The product is: [Cl:1][C:2]1[CH:3]=[CH:4][C:5]([C:8]2[CH:9]=[N:10][CH:11]=[C:12]3[C:17]=2[N:16]=[C:15]([C:18]([NH:39][C:40]2[CH:41]=[N:42][CH:43]=[CH:44][CH:45]=2)=[O:20])[CH:14]=[CH:13]3)=[CH:6][CH:7]=1. (5) Given the reactants [H-].[Al+3].[Li+].[H-].[H-].[H-].[N:7]1([C:18]([O:20][C:21]([CH3:24])([CH3:23])[CH3:22])=[O:19])[CH2:12][CH2:11][CH2:10][C@@H:9]([C:13](OCC)=[O:14])[CH2:8]1.[OH-].[Na+].S([O-])([O-])(=O)=O.[Na+].[Na+], predict the reaction product. The product is: [OH:14][CH2:13][C@@H:9]1[CH2:10][CH2:11][CH2:12][N:7]([C:18]([O:20][C:21]([CH3:24])([CH3:23])[CH3:22])=[O:19])[CH2:8]1. (6) Given the reactants [NH2:1][C:2]1[CH:3]=[C:4]([C@H:8]([N:16]([CH3:28])[C:17](=[O:27])[CH2:18][C:19]2[CH:24]=[CH:23][C:22]([Cl:25])=[C:21]([Cl:26])[CH:20]=2)[CH2:9][N:10]2[CH2:14][CH2:13][C@@H:12]([OH:15])[CH2:11]2)[CH:5]=[CH:6][CH:7]=1.N1C=CC=CC=1.[C:35]([C:37]1[CH:42]=[CH:41][C:40]([S:43](Cl)(=[O:45])=[O:44])=[CH:39][CH:38]=1)#[N:36], predict the reaction product. The product is: [C:35]([C:37]1[CH:38]=[CH:39][C:40]([S:43]([NH:1][C:2]2[CH:3]=[C:4]([C@H:8]([N:16]([CH3:28])[C:17](=[O:27])[CH2:18][C:19]3[CH:24]=[CH:23][C:22]([Cl:25])=[C:21]([Cl:26])[CH:20]=3)[CH2:9][N:10]3[CH2:14][CH2:13][C@@H:12]([OH:15])[CH2:11]3)[CH:5]=[CH:6][CH:7]=2)(=[O:45])=[O:44])=[CH:41][CH:42]=1)#[N:36]. (7) The product is: [CH3:3][N:2]([CH2:4][C:5]1[CH:10]=[CH:9][C:8]([C@@H:11]2[NH:12][C:13]3[C:18]4[C:19](=[N:35][NH:36][C:28](=[O:30])[C:17]=4[CH:16]=[C:15]([F:33])[CH:14]=3)[C@@H:20]2[C:21]2[N:25]([CH3:26])[N:24]=[CH:23][N:22]=2)=[CH:7][CH:6]=1)[CH3:1].[CH3:3][N:2]([CH2:4][C:5]1[CH:10]=[CH:9][C:8]([C@H:11]2[NH:12][C:13]3[C:18]4[C:19](=[N:35][NH:36][C:28](=[O:30])[C:17]=4[CH:16]=[C:15]([F:33])[CH:14]=3)[C@H:20]2[C:21]2[N:25]([CH3:26])[N:24]=[CH:23][N:22]=2)=[CH:7][CH:6]=1)[CH3:1]. Given the reactants [CH3:1][N:2]([CH2:4][C:5]1[CH:10]=[CH:9][C:8]([CH:11]2[CH:20]([C:21]3[N:25]([CH3:26])[N:24]=[CH:23][N:22]=3)[C:19](=O)[C:18]3[C:17]([C:28]([O:30]CC)=O)=[CH:16][C:15]([F:33])=[CH:14][C:13]=3[NH:12]2)=[CH:7][CH:6]=1)[CH3:3].O.[NH2:35][NH2:36], predict the reaction product. (8) The product is: [Cl:6][C:7]1[CH:8]=[C:9]2[C:13](=[CH:14][CH:15]=1)[N:12]([CH2:16][CH:17]([CH3:19])[CH3:18])[CH:11]=[C:10]2[CH:23]=[O:24]. Given the reactants P(Cl)(Cl)(Cl)=O.[Cl:6][C:7]1[CH:8]=[C:9]2[C:13](=[CH:14][CH:15]=1)[N:12]([CH2:16][CH:17]([CH3:19])[CH3:18])[CH:11]=[CH:10]2.CN([CH:23]=[O:24])C, predict the reaction product. (9) Given the reactants Cl[C:2](Cl)(Cl)[CH:3]([OH:5])O.[O-]S([O-])(=O)=O.[Na+].[Na+].[CH2:15]([C:17]1[CH:23]=[CH:22][C:20]([NH2:21])=[CH:19][CH:18]=1)[CH3:16].Cl.[NH2:25][OH:26], predict the reaction product. The product is: [CH2:15]([C:17]1[CH:23]=[CH:22][C:20]([NH:21][C:3](=[O:5])/[CH:2]=[N:25]/[OH:26])=[CH:19][CH:18]=1)[CH3:16]. (10) Given the reactants C([O:8][C:9]1[C:13]([O:14]CC2C=CC=CC=2)=[C:12]([C:22]2[N:23]=[N:24][NH:25][N:26]=2)[N:11]([C:27]2[CH:32]=[CH:31][C:30]([O:33][CH3:34])=[CH:29][CH:28]=2)[C:10]=1[C:35]([O:37][CH2:38][CH3:39])=[O:36])C1C=CC=CC=1, predict the reaction product. The product is: [OH:8][C:9]1[C:13]([OH:14])=[C:12]([C:22]2[N:23]=[N:24][NH:25][N:26]=2)[N:11]([C:27]2[CH:28]=[CH:29][C:30]([O:33][CH3:34])=[CH:31][CH:32]=2)[C:10]=1[C:35]([O:37][CH2:38][CH3:39])=[O:36].